Dataset: NCI-60 drug combinations with 297,098 pairs across 59 cell lines. Task: Regression. Given two drug SMILES strings and cell line genomic features, predict the synergy score measuring deviation from expected non-interaction effect. Drug 1: C1CC(=O)NC(=O)C1N2CC3=C(C2=O)C=CC=C3N. Drug 2: CC(CN1CC(=O)NC(=O)C1)N2CC(=O)NC(=O)C2. Cell line: COLO 205. Synergy scores: CSS=64.9, Synergy_ZIP=11.0, Synergy_Bliss=11.9, Synergy_Loewe=2.63, Synergy_HSA=13.4.